Dataset: Merck oncology drug combination screen with 23,052 pairs across 39 cell lines. Task: Regression. Given two drug SMILES strings and cell line genomic features, predict the synergy score measuring deviation from expected non-interaction effect. (1) Drug 2: COC1=C2CC(C)CC(OC)C(O)C(C)C=C(C)C(OC(N)=O)C(OC)C=CC=C(C)C(=O)NC(=CC1=O)C2=O. Synergy scores: synergy=-15.7. Cell line: PA1. Drug 1: COc1cc(C2c3cc4c(cc3C(OC3OC5COC(C)OC5C(O)C3O)C3COC(=O)C23)OCO4)cc(OC)c1O. (2) Drug 1: CCN(CC)CCNC(=O)c1c(C)[nH]c(C=C2C(=O)Nc3ccc(F)cc32)c1C. Drug 2: CC1(c2nc3c(C(N)=O)cccc3[nH]2)CCCN1. Cell line: UWB1289BRCA1. Synergy scores: synergy=6.77. (3) Drug 1: CCN(CC)CCNC(=O)c1c(C)[nH]c(C=C2C(=O)Nc3ccc(F)cc32)c1C. Drug 2: Cn1c(=O)n(-c2ccc(C(C)(C)C#N)cc2)c2c3cc(-c4cnc5ccccc5c4)ccc3ncc21. Cell line: ZR751. Synergy scores: synergy=15.5. (4) Drug 1: COC12C(COC(N)=O)C3=C(C(=O)C(C)=C(N)C3=O)N1CC1NC12. Drug 2: COC1=C2CC(C)CC(OC)C(O)C(C)C=C(C)C(OC(N)=O)C(OC)C=CC=C(C)C(=O)NC(=CC1=O)C2=O. Cell line: SKOV3. Synergy scores: synergy=-11.5.